Predict the reaction yield, written as a fraction of the theoretical maximum amount of product (1.0 means a 100% yield; for example, 0.34 means a 34% yield). From a dataset of Reaction yield outcomes from USPTO patents with 853,638 reactions. (1) The reactants are [NH2:1][C:2]1[N:3]=[C:4]([CH3:21])[C:5]2[C:11](=S)[NH:10][C@@H:9]([C:13]3[CH:18]=[CH:17][C:16]([F:19])=[CH:15][C:14]=3[Br:20])[CH2:8][C:6]=2[N:7]=1.[CH3:22][C:23]1([CH3:32])[O:27][C@@H:26]([CH2:28][CH2:29][O:30][NH2:31])[CH2:25][O:24]1. The catalyst is [Hg](OC(C)=O)OC(C)=O.C1(C)C=CC=CC=1. The product is [CH3:22][C:23]1([CH3:32])[O:27][C@@H:26]([CH2:28][CH2:29][O:30]/[N:31]=[C:11]2\[NH:10][C@@H:9]([C:13]3[CH:18]=[CH:17][C:16]([F:19])=[CH:15][C:14]=3[Br:20])[CH2:8][C:6]3[N:7]=[C:2]([NH2:1])[N:3]=[C:4]([CH3:21])[C:5]\2=3)[CH2:25][O:24]1. The yield is 0.650. (2) The reactants are [CH3:1][O:2][C:3]1[CH:4]=[C:5]([CH:8]=[CH:9][C:10]=1[O:11][CH3:12])[CH2:6][NH2:7].CN1CCCC1=O.Br[C:21]1[CH:26]=[C:25]([CH:27]([C:35]2[C:40]([F:41])=[CH:39][CH:38]=[C:37]([F:42])[C:36]=2[F:43])[S:28][CH2:29][CH2:30][C:31]([F:34])([F:33])[F:32])[C:24]([Cl:44])=[CH:23][N:22]=1. The catalyst is O. The product is [Cl:44][C:24]1[C:25]([CH:27]([C:35]2[C:40]([F:41])=[CH:39][CH:38]=[C:37]([F:42])[C:36]=2[F:43])[S:28][CH2:29][CH2:30][C:31]([F:32])([F:33])[F:34])=[CH:26][C:21]([NH:7][CH2:6][C:5]2[CH:8]=[CH:9][C:10]([O:11][CH3:12])=[C:3]([O:2][CH3:1])[CH:4]=2)=[N:22][CH:23]=1. The yield is 0.170. (3) The yield is 0.611. The reactants are [CH:1]1([C:7]([O:9]CC)=[O:8])[C:3]2([CH2:6][CH2:5][CH2:4]2)[CH2:2]1.O.[OH-].[Li+]. The product is [CH:1]1([C:7]([OH:9])=[O:8])[C:3]2([CH2:6][CH2:5][CH2:4]2)[CH2:2]1. The catalyst is C1COCC1.O. (4) The reactants are F[C:2]1[CH:3]=[C:4]([OH:11])[CH:5]=[CH:6][C:7]=1[N+:8]([O-:10])=[O:9].[CH3:12][S-:13].[Na+].C(=O)([O-])[O-].[K+].[K+].O. The catalyst is CN(C=O)C. The product is [CH3:12][S:13][C:2]1[CH:3]=[C:4]([OH:11])[CH:5]=[CH:6][C:7]=1[N+:8]([O-:10])=[O:9]. The yield is 0.900. (5) The reactants are [OH-].[Na+].[NH2:3][C:4]1[C:16]2[C:15]([C:17]3[CH:18]=[C:19]([NH:23]C(=O)C4C=CC=CC=4)[CH:20]=[CH:21][CH:22]=3)=[C:14]3[N:9]([CH2:10][CH2:11][CH2:12][CH2:13]3)[C:8]=2[N:7]=[CH:6][N:5]=1. The catalyst is CO. The product is [NH2:23][C:19]1[CH:18]=[C:17]([C:15]2[C:16]3[C:4]([NH2:3])=[N:5][CH:6]=[N:7][C:8]=3[N:9]3[C:14]=2[CH2:13][CH2:12][CH2:11][CH2:10]3)[CH:22]=[CH:21][CH:20]=1. The yield is 0.800.